Dataset: Reaction yield outcomes from USPTO patents with 853,638 reactions. Task: Predict the reaction yield, written as a fraction of the theoretical maximum amount of product (1.0 means a 100% yield; for example, 0.34 means a 34% yield). (1) The reactants are [S:1]1[CH2:5][CH2:4][C:3](=O)[CH2:2]1.[Si](OS(C(F)(F)F)(=O)=O)(C)(C)C.[Br:19][C:20]1[CH:21]=[C:22]2[C:26](=[C:27]([C:29]([O:31][CH2:32]C)=[O:30])[CH:28]=1)[NH:25][CH:24]=[CH:23]2.C([SiH](CC)CC)C.C([O-])(O)=O.[Na+]. The catalyst is C(Cl)Cl. The product is [Br:19][C:20]1[CH:21]=[C:22]2[C:26](=[C:27]([C:29]([O:31][CH3:32])=[O:30])[CH:28]=1)[NH:25][CH:24]=[C:23]2[CH:3]1[CH2:4][CH2:5][S:1][CH2:2]1. The yield is 0.460. (2) The reactants are [CH3:1][C:2]1[CH:3]=[C:4]([C:8](=[O:10])[CH3:9])[CH:5]=[CH:6][CH:7]=1.[CH3:11][N:12]([CH:14](OC)OC)[CH3:13]. No catalyst specified. The product is [CH3:11][N:12]([CH3:14])/[CH:13]=[CH:9]/[C:8]([C:4]1[CH:5]=[CH:6][CH:7]=[C:2]([CH3:1])[CH:3]=1)=[O:10]. The yield is 0.350. (3) The reactants are [CH3:1][C:2]1([CH3:7])[N:6]=[CH:5][CH2:4][CH2:3]1.[CH2:8]([Mg]Br)[CH:9]=[CH2:10].C(OCC)C. The catalyst is C1COCC1. The product is [CH2:10]([CH:5]1[NH:6][C:2]([CH3:7])([CH3:1])[CH2:3][CH2:4]1)[CH:9]=[CH2:8]. The yield is 0.440. (4) The reactants are [NH2:1][C:2]1[N:23]=[C:22](Cl)[CH:21]=[CH:20][C:3]=1[C:4]([NH:6][CH2:7][C:8]1[S:9][C:10]([O:13][C:14]2[CH:19]=[CH:18][CH:17]=[CH:16][CH:15]=2)=[CH:11][CH:12]=1)=[O:5].C1C=CC([CH2:31][C:32]([NH:34]CN[C@H](C(O)=O)CC2C=CC([N+]([O-])=O)=CC=2)=O)=CC=1.C(N)C. The catalyst is CS(C)=O.C(N(CC)C(C)C)(C)C.[Cl-].[Na+].O. The product is [NH2:1][C:2]1[N:23]=[C:22]([NH:34][CH2:32][CH3:31])[CH:21]=[CH:20][C:3]=1[C:4]([NH:6][CH2:7][C:8]1[S:9][C:10]([O:13][C:14]2[CH:19]=[CH:18][CH:17]=[CH:16][CH:15]=2)=[CH:11][CH:12]=1)=[O:5]. The yield is 0.570. (5) The reactants are [C:1]1([C:7]2[N:8]=[C:9]([C:12]3[CH:17]=[CH:16][C:15]([OH:18])=[CH:14][CH:13]=3)[S:10][CH:11]=2)[CH:6]=[CH:5][CH:4]=[CH:3][CH:2]=1.C1(P(C2C=CC=CC=2)C2C=CC=CC=2)C=CC=CC=1.O[CH2:39][CH2:40][NH:41][C:42](=[O:51])[O:43][CH2:44][C:45]1[CH:50]=[CH:49][CH:48]=[CH:47][CH:46]=1.C1CCN(C(N=NC(N2CCCCC2)=O)=O)CC1. The catalyst is C1(C)C=CC=CC=1.O1CCCC1. The product is [CH2:44]([O:43][C:42](=[O:51])[NH:41][CH2:40][CH2:39][O:18][C:15]1[CH:14]=[CH:13][C:12]([C:9]2[S:10][CH:11]=[C:7]([C:1]3[CH:2]=[CH:3][CH:4]=[CH:5][CH:6]=3)[N:8]=2)=[CH:17][CH:16]=1)[C:45]1[CH:50]=[CH:49][CH:48]=[CH:47][CH:46]=1. The yield is 0.450. (6) The reactants are Br[C:2]1[CH:7]=[C:6]([F:8])[C:5]([CH:9]([CH3:14])[C:10]([O:12][CH3:13])=[O:11])=[C:4]([F:15])[CH:3]=1.[CH3:16][Zn]C. The catalyst is O1CCOCC1.C1C=CC(P(C2C=CC=CC=2)C2C=CC=CC=2)=CC=1.C1C=CC(P(C2C=CC=CC=2)C2C=CC=CC=2)=CC=1.Br[Pd]Br. The product is [F:8][C:6]1[CH:7]=[C:2]([CH3:16])[CH:3]=[C:4]([F:15])[C:5]=1[CH:9]([CH3:14])[C:10]([O:12][CH3:13])=[O:11]. The yield is 0.770. (7) The reactants are [F:1][C:2]([F:18])([F:17])[C:3]1[CH:4]=[C:5]([CH2:13][C:14]([OH:16])=[O:15])[CH:6]=[C:7]([C:9]([F:12])([F:11])[F:10])[CH:8]=1.[CH2:19](O)[CH3:20].C(Cl)CCl. The catalyst is ClCCl. The product is [F:1][C:2]([F:17])([F:18])[C:3]1[CH:4]=[C:5]([CH2:13][C:14]([O:16][CH2:19][CH3:20])=[O:15])[CH:6]=[C:7]([C:9]([F:11])([F:12])[F:10])[CH:8]=1. The yield is 0.960.